This data is from Forward reaction prediction with 1.9M reactions from USPTO patents (1976-2016). The task is: Predict the product of the given reaction. Given the reactants [CH:1]1([C:4]2[O:8][N:7]=[C:6]([C:9]([OH:11])=O)[CH:5]=2)[CH2:3][CH2:2]1.C(Cl)(=O)C(Cl)=O.[N-:18]=[N+:19]=[N-:20].[Na+], predict the reaction product. The product is: [CH:1]1([C:4]2[O:8][N:7]=[C:6]([C:9]([N:18]=[N+:19]=[N-:20])=[O:11])[CH:5]=2)[CH2:3][CH2:2]1.